This data is from Reaction yield outcomes from USPTO patents with 853,638 reactions. The task is: Predict the reaction yield, written as a fraction of the theoretical maximum amount of product (1.0 means a 100% yield; for example, 0.34 means a 34% yield). (1) The reactants are C(OC(=O)[NH:7][CH2:8][C:9]#[C:10][C:11]1[CH:12]=[C:13]2[C:18](=[CH:19][CH:20]=1)[N:17]=[CH:16][N:15]=[C:14]2[NH:21][C:22]1[CH:27]=[CH:26][C:25]([O:28][C:29]2[CH:30]=[N:31][C:32]([CH3:35])=[CH:33][CH:34]=2)=[C:24]([CH3:36])[CH:23]=1)(C)(C)C.C(O)(C(F)(F)F)=O. The catalyst is C(Cl)Cl.C(=O)(O)[O-].[Na+]. The product is [NH2:7][CH2:8][C:9]#[C:10][C:11]1[CH:12]=[C:13]2[C:18](=[CH:19][CH:20]=1)[N:17]=[CH:16][N:15]=[C:14]2[NH:21][C:22]1[CH:27]=[CH:26][C:25]([O:28][C:29]2[CH:30]=[N:31][C:32]([CH3:35])=[CH:33][CH:34]=2)=[C:24]([CH3:36])[CH:23]=1. The yield is 0.880. (2) The reactants are C([O:3][C:4](=[O:23])[CH2:5][CH:6]1[O:10][B:9]([OH:11])[C:8]2[CH:12]=[C:13]([O:17][C:18]3[S:22][N:21]=[CH:20][N:19]=3)[CH:14]=[C:15]([CH3:16])[C:7]1=2)C.[Li+].[OH-].Cl. The catalyst is C1COCC1.O. The product is [OH:11][B:9]1[C:8]2[CH:12]=[C:13]([O:17][C:18]3[S:22][N:21]=[CH:20][N:19]=3)[CH:14]=[C:15]([CH3:16])[C:7]=2[CH:6]([CH2:5][C:4]([OH:23])=[O:3])[O:10]1. The yield is 0.450. (3) The product is [CH2:1]([C:8]([CH2:18]/[CH:17]=[CH:16]/[Cl:15])([C:9]#[N:10])[C:11]#[N:12])[C:2]1[CH:7]=[CH:6][CH:5]=[CH:4][CH:3]=1. The yield is 0.360. The catalyst is CN(C)C=O. The reactants are [CH2:1]([CH:8]([C:11]#[N:12])[C:9]#[N:10])[C:2]1[CH:7]=[CH:6][CH:5]=[CH:4][CH:3]=1.[H-].[Na+].[Cl:15][CH:16]=[CH:17][CH2:18]Cl. (4) The reactants are [CH:1]1[CH:2]=[CH:3][C:4]2[N:11]=[CH:10][NH:9][C:7](=O)[C:5]=2[CH:6]=1.P(Cl)(Cl)([Cl:14])=O.C(=O)(O)[O-].[Na+]. The catalyst is C1C=CC=CC=1. The product is [Cl:14][C:7]1[C:5]2[C:4](=[CH:3][CH:2]=[CH:1][CH:6]=2)[N:11]=[CH:10][N:9]=1. The yield is 0.930. (5) The product is [Br:1][C:2]1[CH:11]=[C:10]2[C:5]([C:6]([NH:19][C:18]3[CH:20]=[CH:21][C:22]([CH3:24])=[CH:23][C:17]=3[F:16])=[C:7]([C:12]([NH2:14])=[O:13])[N:8]=[N:9]2)=[CH:4][CH:3]=1. The reactants are [Br:1][C:2]1[CH:11]=[C:10]2[C:5]([C:6](Cl)=[C:7]([C:12]([NH2:14])=[O:13])[N:8]=[N:9]2)=[CH:4][CH:3]=1.[F:16][C:17]1[CH:23]=[C:22]([CH3:24])[CH:21]=[CH:20][C:18]=1[NH2:19].C(O)(=O)C. The yield is 0.820. The catalyst is C(O)C. (6) The reactants are [C:1]1([C:11]2[CH2:20][C:19](=[O:21])[C:18]3[C:13](=[CH:14][C:15]4[O:24][CH2:23][O:22][C:16]=4[CH:17]=3)[N:12]=2)[C:10]2C(=CC=C[CH:9]=2)C=C[CH:2]=1.[H-].[Na+].[O:27]([CH2:57][C:58]1[CH:63]=[CH:62][CH:61]=[CH:60][CH:59]=1)[P:28](O[P:28]([O:29][CH2:30][C:31]1[CH:36]=[CH:35][CH:34]=[CH:33][CH:32]=1)([O:27][CH2:57][C:58]1[CH:63]=[CH:62][CH:61]=[CH:60][CH:59]=1)=[O:37])(=[O:37])[O:29][CH2:30][C:31]1[CH:36]=[CH:35][CH:34]=[CH:33][CH:32]=1. The catalyst is O1CCCC1. The product is [P:28]([O:21][C:19]1[C:18]2[C:13](=[CH:14][C:15]3[O:24][CH2:23][O:22][C:16]=3[CH:17]=2)[N:12]=[C:11]([C:1]2[C:10]3[CH:9]=[CH:16][CH:17]=[CH:18][C:19]=3[O:21][CH:2]=2)[CH:20]=1)([O:27][CH2:57][C:58]1[CH:59]=[CH:60][CH:61]=[CH:62][CH:63]=1)([O:29][CH2:30][C:31]1[CH:32]=[CH:33][CH:34]=[CH:35][CH:36]=1)=[O:37]. The yield is 0.868. (7) The reactants are [O:1]=[C:2]1[C:7]([CH2:8][C:9]2[CH:14]=[CH:13][C:12]([C:15]3[C:16]([C:21]#[N:22])=[CH:17][CH:18]=[CH:19][CH:20]=3)=[CH:11][CH:10]=2)=[C:6]([CH2:23][CH2:24][CH3:25])[N:5]2[N:26]=[CH:27][N:28]=[C:4]2[NH:3]1.Br[CH2:30][C:31](=[O:36])[C:32]([CH3:35])([CH3:34])[CH3:33].C(=O)([O-])[O-].[K+].[K+].CN(C)C=O. The catalyst is C(OCC)(=O)C. The product is [CH3:33][C:32]([CH3:35])([CH3:34])[C:31](=[O:36])[CH2:30][N:3]1[C:2](=[O:1])[C:7]([CH2:8][C:9]2[CH:10]=[CH:11][C:12]([C:15]3[C:16]([C:21]#[N:22])=[CH:17][CH:18]=[CH:19][CH:20]=3)=[CH:13][CH:14]=2)=[C:6]([CH2:23][CH2:24][CH3:25])[N:5]2[N:26]=[CH:27][N:28]=[C:4]12. The yield is 0.320. (8) The reactants are Br[C:2]1[CH:7]=[CH:6][C:5]([N:8]2[CH:12]=[N:11][C:10]([C:13]3[CH:14]=[C:15]([CH:20]=[CH:21][CH:22]=3)[C:16]([O:18]C)=[O:17])=[N:9]2)=[CH:4][CH:3]=1.[C:23]1(B(O)O)[CH:28]=[CH:27][CH:26]=[CH:25][CH:24]=1.C(=O)([O-])[O-].[Na+].[Na+]. The catalyst is [I-].C([N+](CCCC)(CCCC)CCCC)CCC.C([O-])(=O)C.[Pd+2].C([O-])(=O)C.O. The product is [C:2]1([C:23]2[CH:28]=[CH:27][CH:26]=[CH:25][CH:24]=2)[CH:7]=[CH:6][C:5]([N:8]2[CH:12]=[N:11][C:10]([C:13]3[CH:14]=[C:15]([CH:20]=[CH:21][CH:22]=3)[C:16]([OH:18])=[O:17])=[N:9]2)=[CH:4][CH:3]=1. The yield is 0.790. (9) The reactants are [CH2:1]([N:8]1[C:16]2[C:11](=[CH:12][C:13]([C:17]3[CH:22]=[CH:21][CH:20]=[CH:19][CH:18]=3)=[CH:14][CH:15]=2)[CH:10]=[CH:9]1)[C:2]1[CH:7]=[CH:6][CH:5]=[CH:4][CH:3]=1.[C:23](Cl)(=[O:27])[C:24](Cl)=[O:25].[CH2:29]([OH:31])[CH3:30]. No catalyst specified. The product is [CH2:1]([N:8]1[C:16]2[C:11](=[CH:12][C:13]([C:17]3[CH:22]=[CH:21][CH:20]=[CH:19][CH:18]=3)=[CH:14][CH:15]=2)[C:10]([C:23](=[O:27])[C:24]([O:31][CH2:29][CH3:30])=[O:25])=[CH:9]1)[C:2]1[CH:3]=[CH:4][CH:5]=[CH:6][CH:7]=1. The yield is 0.660. (10) The reactants are [C:1]([O:8][CH2:9][CH3:10])(=[O:7])[C:2]([O:4]CC)=O.[O:11]1[CH2:15][CH2:14][C:13](=[O:16])[CH2:12]1. No catalyst specified. The product is [O:4]=[C:2]([CH:14]1[C:13](=[O:16])[CH2:12][O:11][CH2:15]1)[C:1]([O:8][CH2:9][CH3:10])=[O:7]. The yield is 0.0500.